Predict which catalyst facilitates the given reaction. From a dataset of Catalyst prediction with 721,799 reactions and 888 catalyst types from USPTO. (1) Product: [Cl:31][Si:2]([Cl:34])([CH2:4][Si:5]([Cl:33])([CH3:13])[CH3:6])[CH3:1]. The catalyst class is: 21. Reactant: [CH3:1][Si:2](C1C=CC=CC=1)([CH2:4][Si:5]([C:13]1C=CC=CC=1)(C1C=CC=CC=1)[CH3:6])C.C1C=CC=CC=1.[Cl-:31].[Al+3].[Cl-:33].[Cl-:34].Cl. (2) Reactant: Cl[C:2]1[C:7]2=[CH:8][CH:9]=[CH:10][N:6]2[N:5]=[CH:4][N:3]=1.[F:11][C:12]1[CH:17]=[C:16]([N+:18]([O-:20])=[O:19])[CH:15]=[CH:14][C:13]=1[OH:21].C(=O)([O-])[O-].[K+].[K+]. Product: [F:11][C:12]1[CH:17]=[C:16]([N+:18]([O-:20])=[O:19])[CH:15]=[CH:14][C:13]=1[O:21][C:2]1[C:7]2=[CH:8][CH:9]=[CH:10][N:6]2[N:5]=[CH:4][N:3]=1. The catalyst class is: 9. (3) Reactant: [C:1]([C:3](=[C:7](SC)SC)[C:4]([NH2:6])=[O:5])#[N:2].[CH3:12][C:13]1[N:14]=[CH:15][N:16]([C:18]2[CH:23]=[CH:22][C:21]([NH2:24])=[CH:20][CH:19]=2)[CH:17]=1.O.[NH2:26][NH2:27]. Product: [NH2:2][C:1]1[NH:27][N:26]=[C:7]([NH:24][C:21]2[CH:22]=[CH:23][C:18]([N:16]3[CH:17]=[C:13]([CH3:12])[N:14]=[CH:15]3)=[CH:19][CH:20]=2)[C:3]=1[C:4]([NH2:6])=[O:5]. The catalyst class is: 14.